From a dataset of Forward reaction prediction with 1.9M reactions from USPTO patents (1976-2016). Predict the product of the given reaction. (1) Given the reactants [CH3:1][O:2][C:3]1[CH:8]=[CH:7][C:6]([C:9](=[O:11])[CH3:10])=[CH:5][CH:4]=1.[Li+].C[Si]([N-][Si](C)(C)C)(C)C.[F:22][C:23]1[CH:31]=[C:30]([F:32])[CH:29]=[C:28]([F:33])[C:24]=1[C:25](Cl)=[O:26], predict the reaction product. The product is: [F:22][C:23]1[CH:31]=[C:30]([F:32])[CH:29]=[C:28]([F:33])[C:24]=1[C:25](=[O:26])[CH2:10][C:9]([C:6]1[CH:7]=[CH:8][C:3]([O:2][CH3:1])=[CH:4][CH:5]=1)=[O:11]. (2) Given the reactants ClC1C=C(Cl)C=CC=1C1N=C(CC)C(N[C@@H]2C3C(=CC=CC=3)C[C@@H]2O)=NC=1CC.Br[C:31]1[N:32]=[C:33]([CH2:52][CH3:53])[C:34]([NH:39][CH:40]2[C:49]3[C:44](=[CH:45][CH:46]=[C:47]([O:50][CH3:51])[CH:48]=3)[CH2:43][CH2:42][CH2:41]2)=[N:35][C:36]=1[CH2:37][CH3:38].[Cl:54][C:55]1[CH:60]=[C:59]([O:61][CH3:62])[CH:58]=[CH:57][C:56]=1B(O)O, predict the reaction product. The product is: [Cl:54][C:55]1[CH:60]=[C:59]([O:61][CH3:62])[CH:58]=[CH:57][C:56]=1[C:31]1[N:32]=[C:33]([CH2:52][CH3:53])[C:34]([NH:39][CH:40]2[C:49]3[C:44](=[CH:45][CH:46]=[C:47]([O:50][CH3:51])[CH:48]=3)[CH2:43][CH2:42][CH2:41]2)=[N:35][C:36]=1[CH2:37][CH3:38].